Task: Predict the reactants needed to synthesize the given product.. Dataset: Full USPTO retrosynthesis dataset with 1.9M reactions from patents (1976-2016) (1) Given the product [N:4]1[C:5]2[C:10](=[CH:9][CH:8]=[CH:7][CH:6]=2)[CH:11]=[C:2]([B:16]([OH:17])[OH:15])[CH:3]=1, predict the reactants needed to synthesize it. The reactants are: Br[C:2]1[CH:3]=[N:4][C:5]2[C:10]([CH:11]=1)=[CH:9][CH:8]=[CH:7][CH:6]=2.C([O:15][B:16](OC(C)C)[O:17]C(C)C)(C)C.C([Li])CCC. (2) Given the product [CH3:1][S:2]([C:4]1[N:9]=[CH:8][C:7]2=[CH:10][CH:11]=[C:12]([C:13]3[CH:23]=[CH:22][CH:21]=[CH:20][C:14]=3[O:15][CH2:16][C:17]([N:25]([CH3:26])[CH3:24])=[O:18])[N:6]2[N:5]=1)=[O:3], predict the reactants needed to synthesize it. The reactants are: [CH3:1][S:2]([C:4]1[N:9]=[CH:8][C:7]2=[CH:10][CH:11]=[C:12]([C:13]3[CH:23]=[CH:22][CH:21]=[CH:20][C:14]=3[O:15][CH2:16][C:17](O)=[O:18])[N:6]2[N:5]=1)=[O:3].[CH3:24][NH:25][CH3:26].O1CCCC1.CN1CCOCC1.CN(C)C=O. (3) Given the product [C:24]([O:23][C:8]1[CH:9]=[C:10]([CH2:13][N:14]2[C:15]3[CH:20]=[C:19]([CH3:21])[CH:18]=[CH:17][C:16]=3[O:22][C:36]2=[O:38])[CH:11]=[CH:12][C:7]=1[O:6][CH2:5][C:4]([O:3][CH2:1][CH3:2])=[O:27])(=[O:26])[CH3:25], predict the reactants needed to synthesize it. The reactants are: [CH2:1]([O:3][C:4](=[O:27])[CH2:5][O:6][C:7]1[CH:12]=[CH:11][C:10]([CH2:13][NH:14][C:15]2[CH:20]=[C:19]([CH3:21])[CH:18]=[CH:17][C:16]=2[OH:22])=[CH:9][C:8]=1[O:23][C:24](=[O:26])[CH3:25])[CH3:2].CCN(CC)CC.Cl[C:36](Cl)([O:38]C(=O)OC(Cl)(Cl)Cl)Cl. (4) Given the product [ClH:42].[ClH:42].[NH2:1][C:2]1[N:7]=[CH:6][N:5]=[C:4]2[N:8]([CH:29]3[CH2:34][CH2:33][NH:32][CH2:31][CH2:30]3)[N:9]=[C:10]([C:11]3[CH:12]=[CH:13][C:14]([NH:17][C:18]4[O:19][C:20]5[C:26]([CH3:27])=[CH:25][C:24]([CH3:28])=[CH:23][C:21]=5[N:22]=4)=[CH:15][CH:16]=3)[C:3]=12, predict the reactants needed to synthesize it. The reactants are: [NH2:1][C:2]1[N:7]=[CH:6][N:5]=[C:4]2[N:8]([CH:29]3[CH2:34][CH2:33][N:32](C(OC(C)(C)C)=O)[CH2:31][CH2:30]3)[N:9]=[C:10]([C:11]3[CH:16]=[CH:15][C:14]([NH:17][C:18]4[O:19][C:20]5[C:26]([CH3:27])=[CH:25][C:24]([CH3:28])=[CH:23][C:21]=5[N:22]=4)=[CH:13][CH:12]=3)[C:3]=12.[ClH:42]. (5) Given the product [NH2:17][C:12]1[C:11]2[C:10]3[C:9](=[N:34][N:33]([CH2:35][C:36]4[C:41]([CH3:42])=[C:40]([O:43][CH3:44])[C:39]([CH3:45])=[CH:38][N:37]=4)[N:32]=2)[CH2:8][CH:7]([N:6]2[CH2:47][CH2:46][CH2:4][C:5]2=[O:64])[C:16]=3[CH2:15][S:14][N:13]=1, predict the reactants needed to synthesize it. The reactants are: COC1C=C(OC)[CH:47]=[CH:46][C:4]=1[CH2:5][NH:6][CH:7]1[C:16]2[CH2:15][S:14][N:13]=[C:12]([N:17](C(OC(C)(C)C)=O)C(OC(C)(C)C)=O)[C:11]3=[N:32][N:33]([CH2:35][C:36]4[C:41]([CH3:42])=[C:40]([O:43][CH3:44])[C:39]([CH3:45])=[CH:38][N:37]=4)[N:34]=[C:9]([C:10]=23)[CH2:8]1.C(N(CC)CC)C.ClCCCC(Cl)=[O:64].[OH-].[Na+]. (6) Given the product [Cl:1][C:2]1[CH:3]=[C:4]([C:11]2[N:12]=[CH:13][N:14]=[C:15]([OH:17])[CH:16]=2)[C:5]2[N:9]=[CH:8][NH:7][C:6]=2[CH:10]=1, predict the reactants needed to synthesize it. The reactants are: [Cl:1][C:2]1[CH:3]=[C:4]([C:11]2[CH:16]=[C:15]([O:17]C)[N:14]=[CH:13][N:12]=2)[C:5]2[N:9]=[CH:8][NH:7][C:6]=2[CH:10]=1.Br. (7) Given the product [OH:12][C:13]1[CH:20]=[CH:19][C:16]([CH:17]=[C:26]2[CH2:27][CH2:28][CH2:29][C:24]2=[O:9])=[CH:15][C:14]=1[O:21][CH3:22], predict the reactants needed to synthesize it. The reactants are: C1(N2CC[O:9]CC2)CCCC=1.[OH:12][C:13]1[CH:20]=[CH:19][C:16]([CH:17]=O)=[CH:15][C:14]=1[O:21][CH3:22].Cl.[CH:24]1[CH:29]=[CH:28][CH:27]=[CH:26]C=1. (8) Given the product [N:12]1[C:13]2[N:14]([C:17]3[CH:23]=[CH:22][CH:21]=[CH:20][C:18]=3[N:19]=2)[CH:15]=[CH:16][C:11]=1[N:1]1[CH2:6][CH2:5][CH:4]([CH2:7][CH2:8][OH:9])[CH2:3][CH2:2]1, predict the reactants needed to synthesize it. The reactants are: [NH:1]1[CH2:6][CH2:5][CH:4]([CH2:7][CH2:8][OH:9])[CH2:3][CH2:2]1.Br[C:11]1[CH:16]=[CH:15][N:14]2[C:17]3[CH:23]=[CH:22][CH:21]=[CH:20][C:18]=3[N:19]=[C:13]2[N:12]=1.C([O-])([O-])=O.[Na+].[Na+]. (9) The reactants are: Cl.[NH2:2][CH:3]([C:6]1[CH:11]=[CH:10][C:9]([CH2:12][CH3:13])=[CH:8][N:7]=1)[C:4]#[N:5].[CH3:14][O:15][C:16]1[C:34]([O:35][CH3:36])=[C:33]([O:37][CH3:38])[CH:32]=[CH:31][C:17]=1[C:18]([NH:20][CH2:21][CH2:22][N:23]1[CH:27]=[C:26]([C:28](O)=[O:29])[N:25]=[N:24]1)=[O:19]. Given the product [C:4]([CH:3]([NH:2][C:28]([C:26]1[N:25]=[N:24][N:23]([CH2:22][CH2:21][NH:20][C:18](=[O:19])[C:17]2[CH:31]=[CH:32][C:33]([O:37][CH3:38])=[C:34]([O:35][CH3:36])[C:16]=2[O:15][CH3:14])[CH:27]=1)=[O:29])[C:6]1[CH:11]=[CH:10][C:9]([CH2:12][CH3:13])=[CH:8][N:7]=1)#[N:5], predict the reactants needed to synthesize it. (10) Given the product [Cl:1][C:2]1[CH:9]=[CH:8][CH:7]=[C:6]([F:10])[C:3]=1[C:4]1[N:23]=[C:24]2[CH:25]=[CH:26][CH:27]=[C:28]([NH:30][C:31](=[O:37])[O:32][C:33]([CH3:35])([CH3:34])[CH3:36])[N:29]2[C:12]=1[NH:11][C:13]1[CH:22]=[CH:21][C:16]2[O:17][CH2:18][CH2:19][O:20][C:15]=2[CH:14]=1, predict the reactants needed to synthesize it. The reactants are: [Cl:1][C:2]1[CH:9]=[CH:8][CH:7]=[C:6]([F:10])[C:3]=1[CH:4]=O.[N+:11]([C:13]1[CH:22]=[CH:21][C:16]2[O:17][CH2:18][CH2:19][O:20][C:15]=2[CH:14]=1)#[C-:12].[NH2:23][C:24]1[N:29]=[C:28]([NH:30][C:31](=[O:37])[O:32][C:33]([CH3:36])([CH3:35])[CH3:34])[CH:27]=[CH:26][CH:25]=1.[Br-].C([N+]1C=CN(C)C=1)CCC.